From a dataset of Reaction yield outcomes from USPTO patents with 853,638 reactions. Predict the reaction yield, written as a fraction of the theoretical maximum amount of product (1.0 means a 100% yield; for example, 0.34 means a 34% yield). (1) The reactants are [C:1]([O:5][C:6](=[O:13])[NH:7][C@H:8]1[CH2:12][CH2:11][NH:10][CH2:9]1)([CH3:4])([CH3:3])[CH3:2].Br[C:15]1[CH:16]=[CH:17][C:18]([F:21])=[N:19][CH:20]=1.C(=O)([O-])[O-].[Cs+].[Cs+].C1(P(C2C=CC=CC=2)C2C=CC3C(=CC=CC=3)C=2C2C3C(=CC=CC=3)C=CC=2P(C2C=CC=CC=2)C2C=CC=CC=2)C=CC=CC=1. The catalyst is C1(C)C=CC=CC=1. The product is [C:1]([O:5][C:6](=[O:13])[NH:7][C@H:8]1[CH2:12][CH2:11][N:10]([C:15]2[CH:20]=[N:19][C:18]([F:21])=[CH:17][CH:16]=2)[CH2:9]1)([CH3:4])([CH3:2])[CH3:3]. The yield is 0.680. (2) The reactants are [CH3:16][C:11]1([CH3:17])[C:12]([CH3:15])([CH3:14])[O:13][B:9]([B:9]2[O:13][C:12]([CH3:15])([CH3:14])[C:11]([CH3:17])([CH3:16])[O:10]2)[O:10]1.I[C:20]1[C:21]([C:30]([O:32][CH3:33])=[O:31])=[CH:22][C:23]2[C:28]([CH:29]=1)=[CH:27][CH:26]=[CH:25][CH:24]=2.CC([O-])=O.[K+]. The catalyst is CS(C)=O.C1C=CC(P(C2C=CC=CC=2)[C-]2C=CC=C2)=CC=1.C1C=CC(P(C2C=CC=CC=2)[C-]2C=CC=C2)=CC=1.Cl[Pd]Cl.[Fe+2]. The product is [CH3:33][O:32][C:30]([C:21]1[C:20]([B:9]2[O:10][C:11]([CH3:16])([CH3:17])[C:12]([CH3:14])([CH3:15])[O:13]2)=[CH:29][C:28]2[C:23](=[CH:24][CH:25]=[CH:26][CH:27]=2)[CH:22]=1)=[O:31]. The yield is 0.580. (3) The reactants are [Cl:1][C:2]1[CH:3]=[C:4]([CH2:9][OH:10])[CH:5]=[N:6][C:7]=1[Cl:8]. The catalyst is C(Cl)Cl.[O-2].[O-2].[Mn+4]. The product is [Cl:1][C:2]1[CH:3]=[C:4]([CH:9]=[O:10])[CH:5]=[N:6][C:7]=1[Cl:8]. The yield is 0.480. (4) The reactants are [Cl:1][C:2]1[CH:7]=[C:6]([Cl:8])[CH:5]=[CH:4][C:3]=1[NH:9][C:10]1[N:14]([CH2:15][CH:16]([OH:19])[CH2:17]O)[C:13]2[C:20]([N:24]([CH2:27][CH3:28])[CH2:25][CH3:26])=[CH:21][CH:22]=[CH:23][C:12]=2[N:11]=1.CS(Cl)(=O)=O. The catalyst is N1C=CC=CC=1. The product is [Cl:1][C:2]1[CH:7]=[C:6]([Cl:8])[CH:5]=[CH:4][C:3]=1[N:9]1[C:10]2=[N:11][C:12]3[CH:23]=[CH:22][CH:21]=[C:20]([N:24]([CH2:25][CH3:26])[CH2:27][CH3:28])[C:13]=3[N:14]2[CH2:15][CH:16]([OH:19])[CH2:17]1. The yield is 0.470. (5) The reactants are [N:1]1[N:5]2[N:6]=[CH:7][CH:8]=[CH:9][C:4]2=[C:3]([OH:10])[CH:2]=1.N1C=CC=CC=1.[F:17][C:18]([F:31])([F:30])[S:19](O[S:19]([C:18]([F:31])([F:30])[F:17])(=[O:21])=[O:20])(=[O:21])=[O:20]. The catalyst is C(Cl)Cl. The product is [F:17][C:18]([F:31])([F:30])[S:19]([O:10][C:3]1[CH:2]=[N:1][N:5]2[C:4]=1[CH:9]=[CH:8][CH:7]=[N:6]2)(=[O:21])=[O:20]. The yield is 0.640. (6) The reactants are [CH3:1][O:2][C:3]1[CH:13]=[CH:12][C:6]([CH:7]=[CH:8][C:9](O)=[O:10])=[CH:5][CH:4]=1.N1C=CC=CC=1.O=S(Cl)[Cl:22]. The catalyst is C1(C)C=CC=CC=1. The product is [CH3:1][O:2][C:3]1[CH:13]=[CH:12][C:6]([CH:7]=[CH:8][C:9]([Cl:22])=[O:10])=[CH:5][CH:4]=1. The yield is 0.940. (7) The reactants are [Cl:1][C:2]1[CH:3]=[C:4]([NH:8][C:9]2[CH:14]=[C:13]([NH:15][C:16]3[CH:17]=[C:18]([CH:26]=[CH:27][CH:28]=3)[C:19]([O:21][C:22]([CH3:25])([CH3:24])[CH3:23])=[O:20])[N:12]3[N:29]=[CH:30][CH:31]=[C:11]3[N:10]=2)[CH:5]=[CH:6][CH:7]=1.O=P(Cl)(Cl)Cl.CN([CH:40]=[O:41])C. No catalyst specified. The product is [Cl:1][C:2]1[CH:3]=[C:4]([NH:8][C:9]2[CH:14]=[C:13]([NH:15][C:16]3[CH:17]=[C:18]([CH:26]=[CH:27][CH:28]=3)[C:19]([O:21][C:22]([CH3:25])([CH3:24])[CH3:23])=[O:20])[N:12]3[N:29]=[CH:30][C:31]([CH:40]=[O:41])=[C:11]3[N:10]=2)[CH:5]=[CH:6][CH:7]=1. The yield is 0.120. (8) The reactants are [Cl:1][C:2]1[N:3]=[C:4]2[C:9](=[CH:10][CH:11]=1)[N:8]=[CH:7][C:6]([C:12](=[O:14])[CH3:13])=[C:5]2[NH:15][C@H:16]1[CH2:21][CH2:20][C@H:19]([CH2:22][N:23]([CH3:25])[CH3:24])[CH2:18][CH2:17]1.CC1(C)C(C)(C)OB([C:34]2[CH:42]=[CH:41][C:37]3[NH:38][CH:39]=[N:40][C:36]=3[CH:35]=2)O1. The yield is 0.730. No catalyst specified. The product is [ClH:1].[ClH:1].[ClH:1].[NH:38]1[C:37]2[CH:41]=[CH:42][C:34]([C:2]3[N:3]=[C:4]4[C:9](=[CH:10][CH:11]=3)[N:8]=[CH:7][C:6]([C:12](=[O:14])[CH3:13])=[C:5]4[NH:15][C@H:16]3[CH2:17][CH2:18][C@H:19]([CH2:22][N:23]([CH3:24])[CH3:25])[CH2:20][CH2:21]3)=[CH:35][C:36]=2[N:40]=[CH:39]1.